This data is from Reaction yield outcomes from USPTO patents with 853,638 reactions. The task is: Predict the reaction yield, written as a fraction of the theoretical maximum amount of product (1.0 means a 100% yield; for example, 0.34 means a 34% yield). (1) The yield is 0.0400. The reactants are [NH2:1][C:2]1[N:3]([CH3:18])[C:4](=[O:17])[C:5]2([N:16]=1)[CH2:14][CH2:13][CH2:12][C:11]1[CH:10]=[N:9][C:8](Cl)=[CH:7][C:6]2=1.[C:19]([C:21]1[CH:22]=[C:23](B(O)O)[CH:24]=[CH:25][CH:26]=1)#[N:20].C([O-])([O-])=O.[Na+].[Na+].O1CCOCC1. The product is [NH2:1][C:2]1[N:3]([CH3:18])[C:4](=[O:17])[C:5]2([N:16]=1)[CH2:14][CH2:13][CH2:12][C:11]1[CH:10]=[N:9][C:8]([C:25]3[CH:26]=[C:21]([CH:22]=[CH:23][CH:24]=3)[C:19]#[N:20])=[CH:7][C:6]2=1. The catalyst is C1C=CC(P(C2C=CC=CC=2)[C-]2C=CC=C2)=CC=1.C1C=CC(P(C2C=CC=CC=2)[C-]2C=CC=C2)=CC=1.Cl[Pd]Cl.[Fe+2]. (2) The reactants are [N:1]1[CH:6]=[CH:5][CH:4]=[CH:3][C:2]=1[OH:7].Br[C:9]1[S:10][CH:11]=[C:12]([Br:14])[N:13]=1. The catalyst is CN(C=O)C.C(=O)([O-])[O-].[Ag+2]. The product is [Br:14][C:12]1[N:13]=[C:9]([O:7][C:2]2[CH:3]=[CH:4][CH:5]=[CH:6][N:1]=2)[S:10][CH:11]=1. The yield is 0.340. (3) The reactants are Br[C:2]1[CH:3]=[CH:4][C:5]2[C:9]3[CH:10]=[CH:11][C:12](Br)=[CH:13][C:8]=3[S:7](=[O:16])(=[O:15])[C:6]=2[CH:17]=1.[N:18]12[CH2:25][CH2:24][CH:21]([CH2:22][CH2:23]1)[C@@H:20]([OH:26])[CH2:19]2.N1C2C(=CC=C3C=2N=CC=C3)C=CC=1.C(=O)([O-])[O-].[Cs+].[Cs+]. The catalyst is C1(C)C=CC=CC=1.[Cu]I. The product is [O:15]=[S:7]1(=[O:16])[C:6]2[CH:17]=[CH:2][CH:3]=[CH:4][C:5]=2[C:9]2[CH:10]=[CH:11][C:12]([O:26][C@@H:20]3[CH:21]4[CH2:24][CH2:25][N:18]([CH2:23][CH2:22]4)[CH2:19]3)=[CH:13][C:8]1=2. The yield is 0.380. (4) The reactants are [OH-:1].[K+].C1(C)C=CC=CC=1.[CH3:10][N:11]1[CH:16]=[CH:15][CH:14]=[C:13]([CH:17]2[O:21][CH2:20][CH2:19][O:18]2)[C:12]1=O. The catalyst is O. The product is [CH3:10][N:11]1[CH:12]=[C:13]([CH:17]2[O:21][CH2:20][CH2:19][O:18]2)[CH:14]=[CH:15][C:16]1=[O:1]. The yield is 0.820. (5) The reactants are [F:1][C:2]1[CH:10]=[CH:9][C:5]([C:6]([OH:8])=[O:7])=[CH:4][C:3]=1[N+:11]([O-:13])=[O:12].C(=O)([O-])[O-].[K+].[K+].[CH2:20](Br)[CH:21]=[CH2:22]. The catalyst is CN(C=O)C. The product is [CH2:22]([O:7][C:6](=[O:8])[C:5]1[CH:9]=[CH:10][C:2]([F:1])=[C:3]([N+:11]([O-:13])=[O:12])[CH:4]=1)[CH:21]=[CH2:20]. The yield is 0.830. (6) The reactants are [C:1]([O:5][C:6]([N:8]1[CH2:14][CH2:13][C:12]2[CH:15]=[CH:16][C:17]([NH:19][S:20]([C:23]3[CH:28]=[CH:27][C:26]([CH2:29][OH:30])=[CH:25][CH:24]=3)(=[O:22])=[O:21])=[CH:18][C:11]=2[CH2:10][CH2:9]1)=[O:7])([CH3:4])([CH3:3])[CH3:2].C(N(CC)CC)C.[CH3:38][S:39](Cl)(=[O:41])=[O:40]. The catalyst is ClCCl. The product is [C:1]([O:5][C:6]([N:8]1[CH2:14][CH2:13][C:12]2[CH:15]=[CH:16][C:17]([NH:19][S:20]([C:23]3[CH:28]=[CH:27][C:26]([CH2:29][O:30][S:39]([CH3:38])(=[O:41])=[O:40])=[CH:25][CH:24]=3)(=[O:22])=[O:21])=[CH:18][C:11]=2[CH2:10][CH2:9]1)=[O:7])([CH3:4])([CH3:2])[CH3:3]. The yield is 0.660.